From a dataset of Catalyst prediction with 721,799 reactions and 888 catalyst types from USPTO. Predict which catalyst facilitates the given reaction. (1) Reactant: [C:1]([O:5][C:6](=[O:47])[CH:7]([NH:36][C:37]([O:39][CH2:40][C:41]1[CH:46]=[CH:45][CH:44]=[CH:43][CH:42]=1)=[O:38])[CH2:8][NH:9][C:10]1[C:15]([CH3:16])=[C:14]([N:17]2[CH2:22][CH2:21][CH:20]([C:23]3[CH:28]=[CH:27][CH:26]=[C:25]([N:29]4C(C)=CC=C4C)[N:24]=3)[CH2:19][CH2:18]2)[N:13]=[CH:12][N:11]=1)([CH3:4])([CH3:3])[CH3:2].Cl.NO. Product: [C:1]([O:5][C:6](=[O:47])[CH:7]([NH:36][C:37]([O:39][CH2:40][C:41]1[CH:42]=[CH:43][CH:44]=[CH:45][CH:46]=1)=[O:38])[CH2:8][NH:9][C:10]1[C:15]([CH3:16])=[C:14]([N:17]2[CH2:22][CH2:21][CH:20]([C:23]3[CH:28]=[CH:27][CH:26]=[C:25]([NH2:29])[N:24]=3)[CH2:19][CH2:18]2)[N:13]=[CH:12][N:11]=1)([CH3:4])([CH3:2])[CH3:3]. The catalyst class is: 40. (2) Product: [Cl:55][C:43]1[CH:42]=[CH:41][C:40]([NH:39][C:25]([C:24]2[N:20]([CH3:19])[N:21]=[C:22]([C:32]([F:37])([F:38])[C:33]([F:35])([F:36])[F:34])[C:23]=2[C:28]([F:30])([F:31])[F:29])=[O:26])=[CH:54][C:44]=1[CH2:45][NH:46][C:47](=[O:53])[O:48][C:49]([CH3:50])([CH3:51])[CH3:52]. Reactant: [Cl-].COC1N=C(OC)N=C([N+]2(C)CCOCC2)N=1.[CH3:19][N:20]1[C:24]([C:25](O)=[O:26])=[C:23]([C:28]([F:31])([F:30])[F:29])[C:22]([C:32]([F:38])([F:37])[C:33]([F:36])([F:35])[F:34])=[N:21]1.[NH2:39][C:40]1[CH:41]=[CH:42][C:43]([Cl:55])=[C:44]([CH:54]=1)[CH2:45][NH:46][C:47](=[O:53])[O:48][C:49]([CH3:52])([CH3:51])[CH3:50].O. The catalyst class is: 1. (3) Reactant: [Cl:1][C:2]1[CH:3]=[C:4]([CH2:19][C:20]([O:22]C)=[O:21])[CH:5]=[CH:6][C:7]=1[NH:8][C:9]([NH:11][C:12]1[CH:17]=[CH:16][CH:15]=[CH:14][C:13]=1[Cl:18])=[O:10].[OH-].[Na+]. Product: [Cl:1][C:2]1[CH:3]=[C:4]([CH2:19][C:20]([OH:22])=[O:21])[CH:5]=[CH:6][C:7]=1[NH:8][C:9]([NH:11][C:12]1[CH:17]=[CH:16][CH:15]=[CH:14][C:13]=1[Cl:18])=[O:10]. The catalyst class is: 1. (4) The catalyst class is: 46. Reactant: [CH2:1]([O:3][NH:4][CH:5]([CH3:16])[CH2:6][C:7]1[C:12]([Cl:13])=[CH:11][C:10]([Cl:14])=[CH:9][C:8]=1[Cl:15])[CH3:2].C(N(CC)CC)C.[F:24][CH:25]([F:35])[C:26]1[C:30]([C:31](Cl)=[O:32])=[CH:29][N:28]([CH3:34])[N:27]=1. Product: [CH2:1]([O:3][N:4]([CH:5]([CH3:16])[CH2:6][C:7]1[C:8]([Cl:15])=[CH:9][C:10]([Cl:14])=[CH:11][C:12]=1[Cl:13])[C:31]([C:30]1[C:26]([CH:25]([F:35])[F:24])=[N:27][N:28]([CH3:34])[CH:29]=1)=[O:32])[CH3:2]. (5) Reactant: FC(F)(F)C(O)=O.[CH3:8][C@@H:9]1[CH2:13][CH2:12][CH2:11][N:10]1[CH2:14][CH2:15][C:16]1[CH:21]=[CH:20][C:19]([C:22]2[CH:27]=[CH:26][C:25]([C:28]3([C:33]([NH:35][C@@H:36]4[CH2:41][CH2:40][CH2:39][CH2:38][C@H:37]4[C:42]([O:44]CC)=[O:43])=[O:34])[CH2:32][CH2:31][CH2:30][CH2:29]3)=[CH:24][CH:23]=2)=[CH:18][CH:17]=1.[OH-].[Na+].Cl. Product: [CH3:8][C@@H:9]1[CH2:13][CH2:12][CH2:11][N:10]1[CH2:14][CH2:15][C:16]1[CH:17]=[CH:18][C:19]([C:22]2[CH:27]=[CH:26][C:25]([C:28]3([C:33]([NH:35][C@@H:36]4[CH2:41][CH2:40][CH2:39][CH2:38][C@H:37]4[C:42]([OH:44])=[O:43])=[O:34])[CH2:32][CH2:31][CH2:30][CH2:29]3)=[CH:24][CH:23]=2)=[CH:20][CH:21]=1. The catalyst class is: 12. (6) Reactant: [CH3:1][O:2][CH:3]([CH2:8][C:9]1[N:10]=[CH:11][N:12]([C:14]([C:27]2[CH:32]=[CH:31][CH:30]=[CH:29][CH:28]=2)([C:21]2[CH:26]=[CH:25][CH:24]=[CH:23][CH:22]=2)[C:15]2[CH:20]=[CH:19][CH:18]=[CH:17][CH:16]=2)[CH:13]=1)[C:4]([O:6]C)=[O:5].[OH-].[Na+]. Product: [CH3:1][O:2][CH:3]([CH2:8][C:9]1[N:10]=[CH:11][N:12]([C:14]([C:27]2[CH:32]=[CH:31][CH:30]=[CH:29][CH:28]=2)([C:21]2[CH:22]=[CH:23][CH:24]=[CH:25][CH:26]=2)[C:15]2[CH:20]=[CH:19][CH:18]=[CH:17][CH:16]=2)[CH:13]=1)[C:4]([OH:6])=[O:5]. The catalyst class is: 193.